This data is from Merck oncology drug combination screen with 23,052 pairs across 39 cell lines. The task is: Regression. Given two drug SMILES strings and cell line genomic features, predict the synergy score measuring deviation from expected non-interaction effect. (1) Drug 1: COc1cc(C2c3cc4c(cc3C(OC3OC5COC(C)OC5C(O)C3O)C3COC(=O)C23)OCO4)cc(OC)c1O. Drug 2: O=C(NOCC(O)CO)c1ccc(F)c(F)c1Nc1ccc(I)cc1F. Cell line: PA1. Synergy scores: synergy=-10.7. (2) Drug 2: C=CCn1c(=O)c2cnc(Nc3ccc(N4CCN(C)CC4)cc3)nc2n1-c1cccc(C(C)(C)O)n1. Cell line: MSTO. Drug 1: CCN(CC)CCNC(=O)c1c(C)[nH]c(C=C2C(=O)Nc3ccc(F)cc32)c1C. Synergy scores: synergy=-5.50. (3) Drug 1: CS(=O)(=O)CCNCc1ccc(-c2ccc3ncnc(Nc4ccc(OCc5cccc(F)c5)c(Cl)c4)c3c2)o1. Drug 2: CCc1c2c(nc3ccc(O)cc13)-c1cc3c(c(=O)n1C2)COC(=O)C3(O)CC. Cell line: CAOV3. Synergy scores: synergy=31.5. (4) Drug 1: COc1cccc2c1C(=O)c1c(O)c3c(c(O)c1C2=O)CC(O)(C(=O)CO)CC3OC1CC(N)C(O)C(C)O1. Drug 2: Cn1nnc2c(C(N)=O)ncn2c1=O. Cell line: NCIH2122. Synergy scores: synergy=-11.3.